Predict the reaction yield, written as a fraction of the theoretical maximum amount of product (1.0 means a 100% yield; for example, 0.34 means a 34% yield). From a dataset of Reaction yield outcomes from USPTO patents with 853,638 reactions. The reactants are [Cl:1][C:2]1[CH:7]=[C:6]([Cl:8])[CH:5]=[CH:4][C:3]=1[C:9]1[CH:10]=[C:11]2[CH:26]3[CH2:27][N:28](C(OCC)=O)[CH2:29][CH2:30][CH:25]3[N:13]3[CH2:14][CH:15]([CH3:24])[N:16](C(OCC)=O)[C:17]([CH:18]=1)=[C:12]23.[OH-].[K+]. The catalyst is CCCCO.C(OCC)(=O)C. The product is [Cl:1][C:2]1[CH:7]=[C:6]([Cl:8])[CH:5]=[CH:4][C:3]=1[C:9]1[CH:10]=[C:11]2[CH:26]3[CH2:27][NH:28][CH2:29][CH2:30][CH:25]3[N:13]3[CH2:14][CH:15]([CH3:24])[NH:16][C:17]([CH:18]=1)=[C:12]23. The yield is 0.450.